Dataset: Full USPTO retrosynthesis dataset with 1.9M reactions from patents (1976-2016). Task: Predict the reactants needed to synthesize the given product. (1) The reactants are: [CH3:1][O:2][C:3]1[CH:14]=[CH:13][C:6]2[CH2:7][CH2:8][CH2:9][CH:10]([NH2:12])[CH2:11][C:5]=2[CH:4]=1.[CH2:15]([O:22][C:23]1[CH:28]=[CH:27][C:26]([C@@H:29]([O:32][Si](CC)(CC)CC)[CH2:30]I)=[CH:25][C:24]=1[NH:40][S:41]([CH3:44])(=[O:43])=[O:42])[C:16]1[CH:21]=[CH:20][CH:19]=[CH:18][CH:17]=1.C(N(CC)C(C)C)(C)C.S([O-])(O)=O.[Na+]. Given the product [CH2:15]([O:22][C:23]1[CH:28]=[CH:27][C:26]([C@@H:29]([OH:32])[CH2:30][NH:12][CH:10]2[CH2:9][CH2:8][CH2:7][C:6]3[CH:13]=[CH:14][C:3]([O:2][CH3:1])=[CH:4][C:5]=3[CH2:11]2)=[CH:25][C:24]=1[NH:40][S:41]([CH3:44])(=[O:42])=[O:43])[C:16]1[CH:17]=[CH:18][CH:19]=[CH:20][CH:21]=1, predict the reactants needed to synthesize it. (2) Given the product [CH3:19][O:18][C:16]([C@@H:14]1[CH2:15][C@H:11]([O:10][C:8](=[O:9])[C:7]2[CH:30]=[CH:31][C:4]([N+:1]([O-:3])=[O:2])=[CH:5][CH:6]=2)[CH2:12][C@H:13]1[C:26]([OH:28])=[O:27])=[O:17], predict the reactants needed to synthesize it. The reactants are: [N+:1]([C:4]1[CH:31]=[CH:30][C:7]([C:8]([O:10][C@@H:11]2[CH2:15][C@@H:14]([C:16]([O:18][CH2:19]C3C=CC=CC=3)=[O:17])[C@H:13]([C:26]([O:28]C)=[O:27])[CH2:12]2)=[O:9])=[CH:6][CH:5]=1)([O-:3])=[O:2].C([O-])=O.[Na+]. (3) Given the product [CH3:1][O:2][C:3](=[O:21])[C@@H:4]([NH:13][C:14]([O:16][C:17]([CH3:20])([CH3:19])[CH3:18])=[O:15])[CH2:5][C:6]1[CH:11]=[CH:10][CH:9]=[C:8]([CH2:24][CH:23]=[CH2:22])[CH:7]=1, predict the reactants needed to synthesize it. The reactants are: [CH3:1][O:2][C:3](=[O:21])[C@@H:4]([NH:13][C:14]([O:16][C:17]([CH3:20])([CH3:19])[CH3:18])=[O:15])[CH2:5][C:6]1[CH:11]=[CH:10][CH:9]=[C:8](Br)[CH:7]=1.[CH2:22]([Sn](CCCC)(CCCC)CCCC)[CH:23]=[CH2:24].[Cl-].[Li+].[F-].[K+]. (4) Given the product [C:15]([C:14]1[CH:17]=[C:10]([C:9]2[CH:8]=[CH:7][N:6]=[C:5]3[NH:25][C:2]([C:36]#[N:37])=[CH:3][C:4]=23)[CH:11]=[CH:12][C:13]=1[O:18][CH:19]1[CH2:20][CH2:21][O:22][CH2:23][CH2:24]1)#[N:16], predict the reactants needed to synthesize it. The reactants are: I[C:2]1[N:25](S(C2C=CC=CC=2)(=O)=O)[C:5]2=[N:6][CH:7]=[CH:8][C:9]([C:10]3[CH:11]=[CH:12][C:13]([O:18][CH:19]4[CH2:24][CH2:23][O:22][CH2:21][CH2:20]4)=[C:14]([CH:17]=3)[C:15]#[N:16])=[C:4]2[CH:3]=1.[Cu][C:36]#[N:37].ClCCl.C([O-])([O-])=O.[Cs+].[Cs+]. (5) Given the product [CH:25]1([C@@:23]2([OH:24])[C@H:22]([CH3:28])[NH:21][C:20](=[O:29])[CH2:1]2)[CH2:26][CH2:27]1, predict the reactants needed to synthesize it. The reactants are: [CH:1](NC(C)C)(C)C.C(=O)=O.CC(C)=O.C(O[C:20](=[O:29])[NH:21][C@@H:22]([CH3:28])[C:23]([CH:25]1[CH2:27][CH2:26]1)=[O:24])(C)(C)C.[Cl-].[NH4+]. (6) Given the product [Cl:23][C:15]1[CH:14]=[C:13]([CH:4]([CH2:5][C@H:6]2[CH2:10][CH2:9][C:8]([F:12])([F:11])[CH2:7]2)[C:3]([OH:24])=[O:2])[CH:18]=[CH:17][C:16]=1[S:19]([CH3:22])(=[O:20])=[O:21], predict the reactants needed to synthesize it. The reactants are: C[O:2][C:3](=[O:24])[C@@H:4]([C:13]1[CH:18]=[CH:17][C:16]([S:19]([CH3:22])(=[O:21])=[O:20])=[C:15]([Cl:23])[CH:14]=1)[CH2:5][C@H:6]1[CH2:10][CH2:9][C:8]([F:12])([F:11])[CH2:7]1.O.[OH-].[Li+]. (7) Given the product [F:1][C:2]1[CH:3]=[C:4]([C:8]2[CH:9]=[CH:10][C:11]([C:14]([NH:16][C@H:17]3[CH2:21][CH2:20][C@@H:19]([C:22](=[O:24])[NH:25][CH:26]([CH3:29])[CH2:27][OH:28])[CH2:18]3)=[O:15])=[CH:12][N:13]=2)[CH:5]=[CH:6][CH:7]=1, predict the reactants needed to synthesize it. The reactants are: [F:1][C:2]1[CH:3]=[C:4]([C:8]2[N:13]=[CH:12][C:11]([C:14]([NH:16][C@H:17]3[CH2:21][CH2:20][C@@H:19]([C:22]([OH:24])=O)[CH2:18]3)=[O:15])=[CH:10][CH:9]=2)[CH:5]=[CH:6][CH:7]=1.[NH2:25][C@H:26]([CH3:29])[CH2:27][OH:28]. (8) Given the product [OH:8][CH2:9][C:10]([NH:12][C:13]1[CH:18]=[CH:17][C:16]([OH:19])=[CH:15][CH:14]=1)=[O:11], predict the reactants needed to synthesize it. The reactants are: C([O:8][CH2:9][C:10]([NH:12][C:13]1[CH:18]=[CH:17][C:16]([OH:19])=[CH:15][CH:14]=1)=[O:11])C1C=CC=CC=1.